From a dataset of Catalyst prediction with 721,799 reactions and 888 catalyst types from USPTO. Predict which catalyst facilitates the given reaction. (1) Reactant: N1C(C)=CC=CC=1C.[CH2:9]([O:16][C:17]1[CH:18]=[CH:19][C:20]([C@@H:28]([OH:31])[CH2:29][Br:30])=[C:21]2[C:26]=1[NH:25][C:24](=[O:27])[CH:23]=[CH:22]2)[C:10]1[CH:15]=[CH:14][CH:13]=[CH:12][CH:11]=1.FC(F)(F)S(O[Si:38]([C:41]([CH3:44])([CH3:43])[CH3:42])([CH3:40])[CH3:39])(=O)=O. Product: [CH2:9]([O:16][C:17]1[CH:18]=[CH:19][C:20]([C@@H:28]([O:31][Si:38]([C:41]([CH3:44])([CH3:43])[CH3:42])([CH3:40])[CH3:39])[CH2:29][Br:30])=[C:21]2[C:26]=1[NH:25][C:24](=[O:27])[CH:23]=[CH:22]2)[C:10]1[CH:11]=[CH:12][CH:13]=[CH:14][CH:15]=1. The catalyst class is: 2. (2) Reactant: [CH:1]([N:3]([CH2:10][CH2:11][CH2:12][CH2:13][C:14]([O:16]CC)=[O:15])[C:4]1[CH:9]=[CH:8][CH:7]=[CH:6][N:5]=1)=[O:2].[OH-].[Na+]. Product: [CH:1]([N:3]([CH2:10][CH2:11][CH2:12][CH2:13][C:14]([OH:16])=[O:15])[C:4]1[CH:9]=[CH:8][CH:7]=[CH:6][N:5]=1)=[O:2]. The catalyst class is: 8.